Dataset: Experimentally validated miRNA-target interactions with 360,000+ pairs, plus equal number of negative samples. Task: Binary Classification. Given a miRNA mature sequence and a target amino acid sequence, predict their likelihood of interaction. (1) The miRNA is mmu-miR-3097-3p with sequence CUCAGACCUUUCUACCUGUCAG. The protein sequence of the target gene is MWSRAASVRFRAPLDAGRSFASKANPQGKVQAAGLGTQAPRLVPQGSGRVSPAVIEHLERLALVNFGSREAVDRLEKAIAFADQLHAVDTDGVEPLESVLEDRCLYLRSDNVAEGSCAEELLQNSNHVVEEYFVAPPGNISLPDMVNKIPSSTAE. Result: 0 (no interaction). (2) The miRNA is hsa-miR-3689b-3p with sequence CUGGGAGGUGUGAUAUUGUGGU. The protein sequence of the target gene is MAGPGPGAVLESPRQLLGRVRFLAEAARSLRAGRPLPAALAFVPREVLYKLYKDPAGPSRVLLPVWEAEGLGLRVGAAGPAPGTGSGPLRAARDSIELRRGACVRTTGEELCNGHGLWVKLTKEQLAEHLGDCGLQEGWLLVCRPAEGGARLVPIDTPNHLQRQQQLFGVDYRPVLRWEQVVDLTYSHRLGSRPQPAEAYAEAVQRLLYVPPTWTYECDEDLIHFLYDHLGKEDENLGSVKQYVESIDVSSYTEEFNVSCLTDSNADTYWESDGSQCQHWVRLTMKKGTIVKKLLLTVDT.... Result: 1 (interaction). (3) Result: 1 (interaction). The miRNA is hsa-miR-891a-3p with sequence AGUGGCACAUGUUUGUUGUGAG. The protein sequence of the target gene is MENQPVRWRALPGLPRPPGLPAAPWLLLGVLLLPGTLRLAGGQSVTHTGLPIMASLANTAISFSCRITYPYTPQFKVFTVSYFHEDLQGQRSPKKPTNCHPGLGTENQSHTLDCQVTLVLPGASATGTYYCSVHWPHSTVRGSGTFILVRDAGYREPPQSPQKLLLFGFTGLLSVLSVVGTALLLWNKKRMRGPGKDPTRKCPDPRSASSPKQHPSESVYTALQRRETEVYACIENEDGSSPTAKQSPLSQERPHRFEDDGELNLVYENL. (4) The miRNA is mmu-miR-5104 with sequence CUGUGCUAGUGAGGUGGCUCAGCA. The protein sequence of the target gene is MPECWDGEHDIETPYGLLHVVIRGSPKGNRPAILTYHDVGLNHKLCFNTFFNFEDMQEITKHFVVCHVDAPGQQVGASQFPQGYQFPSMEQLAAMLPSVVQHFGFKYVIGIGVGAGAYVLAKFALIFPDLVEGLVLMNIDPNGKGWIDWAATKLSGLTSTLPDTVLSHLFSQEELVNNTELVQSYRQQISNVVNQANLQLFWNMYNSRRDLDINRPGTVPNAKTLRCPVMLVVGDNAPAEEGVVECNSKLDPTTTTFLKMADSGGLPQVTQPGKLTEAFKYFLQGMGYIAHLKDRRLSGG.... Result: 0 (no interaction). (5) The miRNA is hsa-miR-3921 with sequence UCUCUGAGUACCAUAUGCCUUGU. The protein sequence of the target gene is MACYIYQLPSWVLDDLCRNIDTLSEWDWMQFASYVITDLTQLRKIKSMERVQGVSITRELLWWWSMRQATVQQLVDLLCHLELYRAAQIVLSWKPVPESTSPLPAFPEAVKPGAVATSRRNLKDEQEKVRPVKPRSLLDTGPIMAGAQRQRPCEMDAPCSLKTDAPDSPQSKYCSTSTSAPKQERLLGLPGDRLFWSEADVVQATEDFDQSHRISEGTFADIYQGQRNGVAFAFKKLREVAGSSPGSMDRFLQAEMQLCLRCCHANVLPLLGFCTGRQFHSLIYPYMANGSLHDRLWAQG.... Result: 0 (no interaction). (6) The miRNA is hsa-miR-4699-3p with sequence AAUUUACUCUGCAAUCUUCUCC. The protein sequence of the target gene is MAPTLFQKLFSKRTGLGAPGRDARDPDCGFSWPLPEFDPSQIRLIVYQDCERRGRNVLFDSSVKRRNEDISVSKLGSDAQVKVFGKCCQLKPGGDSSSSLDSSVTSSSDIKDQCLKYQGSRCSSDANMLGEMMFGSVAMSYKGSTLKIHQIRSPPQLMLSKVFTARTGSSICGSLNTLQDSLEFINQDNNTLKADNNTVINGLLGNIGLSQFCSPRRAFSEQGPLRLIRSASFFAVHSNPMDMPGRELNEDRDSGIARSASLSSLLITPFPSPNSSLTRSCASSYQRRWRRSQTTSLENG.... Result: 0 (no interaction).